This data is from Forward reaction prediction with 1.9M reactions from USPTO patents (1976-2016). The task is: Predict the product of the given reaction. (1) Given the reactants [Br:1][C:2]1[CH:7]=[CH:6][C:5]([OH:8])=[CH:4][CH:3]=1.[Si:9]([O:26][CH2:27][C@@H:28]([CH3:31])[CH2:29]O)([C:22]([CH3:25])([CH3:24])[CH3:23])([C:16]1[CH:21]=[CH:20][CH:19]=[CH:18][CH:17]=1)[C:10]1[CH:15]=[CH:14][CH:13]=[CH:12][CH:11]=1.O, predict the reaction product. The product is: [Br:1][C:2]1[CH:7]=[CH:6][C:5]([O:8][CH2:29][C@H:28]([CH3:31])[CH2:27][O:26][Si:9]([C:22]([CH3:23])([CH3:25])[CH3:24])([C:16]2[CH:21]=[CH:20][CH:19]=[CH:18][CH:17]=2)[C:10]2[CH:15]=[CH:14][CH:13]=[CH:12][CH:11]=2)=[CH:4][CH:3]=1. (2) Given the reactants [CH3:1][C:2]1[O:6][N:5]=[C:4]([C:7]2[CH:12]=[CH:11][CH:10]=[CH:9][CH:8]=2)[C:3]=1[CH2:13][NH:14][C:15]1[CH:23]=[CH:22][C:18]([C:19]([OH:21])=O)=[CH:17][N:16]=1.[NH2:24][CH2:25][CH2:26][N:27]1[CH2:31][CH2:30][CH2:29][C:28]1=[O:32], predict the reaction product. The product is: [CH3:1][C:2]1[O:6][N:5]=[C:4]([C:7]2[CH:8]=[CH:9][CH:10]=[CH:11][CH:12]=2)[C:3]=1[CH2:13][NH:14][C:15]1[CH:23]=[CH:22][C:18]([C:19]([NH:24][CH2:25][CH2:26][N:27]2[CH2:31][CH2:30][CH2:29][C:28]2=[O:32])=[O:21])=[CH:17][N:16]=1. (3) Given the reactants CN(C)C=O.[N-:6]=[N+:7]=[N-:8].[Na+].[C:10]([O:13][C@@H:14]1[O:31][C@H:30]([CH2:32]S(C)(=O)=O)[C@@H:25]([O:26][C:27](=[O:29])[CH3:28])[C@H:20]([O:21][C:22](=[O:24])[CH3:23])[C@H:15]1[O:16][C:17](=[O:19])[CH3:18])(=[O:12])[CH3:11], predict the reaction product. The product is: [C:10]([O:13][C@@H:14]1[O:31][C@H:30]([CH2:32][N:6]=[N+:7]=[N-:8])[C@@H:25]([O:26][C:27](=[O:29])[CH3:28])[C@H:20]([O:21][C:22](=[O:24])[CH3:23])[C@H:15]1[O:16][C:17](=[O:19])[CH3:18])(=[O:12])[CH3:11].